Dataset: Catalyst prediction with 721,799 reactions and 888 catalyst types from USPTO. Task: Predict which catalyst facilitates the given reaction. (1) Reactant: [F:1][C:2]([F:16])([F:15])[O:3][C:4]1[CH:5]=[C:6]([CH:10]=[CH:11][C:12]([NH2:14])=[O:13])[CH:7]=[CH:8][CH:9]=1.[Cl:17][CH:18](Cl)[C:19](=O)[CH3:20]. Product: [Cl:17][CH2:18][C:19]1[N:14]=[C:12]([CH:11]=[CH:10][C:6]2[CH:7]=[CH:8][CH:9]=[C:4]([O:3][C:2]([F:15])([F:16])[F:1])[CH:5]=2)[O:13][CH:20]=1. The catalyst class is: 11. (2) Reactant: Cl.[NH:2]1[CH2:7][CH2:6][CH:5]([NH:8][C:9]([C:11]2[C:15]3[N:16]=[CH:17][N:18]=[C:19]([C:20]4[C:28]5[O:27][CH2:26][O:25][C:24]=5[CH:23]=[CH:22][C:21]=4[O:29][CH2:30][CH:31]4[CH2:33][CH2:32]4)[C:14]=3[NH:13][CH:12]=2)=[O:10])[CH2:4][CH2:3]1.C1CCN2C(=NCCC2)CC1.[C:45](Cl)(=[O:48])[CH2:46][CH3:47].CO. Product: [C:45]([N:2]1[CH2:7][CH2:6][CH:5]([NH:8][C:9]([C:11]2[C:15]3[N:16]=[CH:17][N:18]=[C:19]([C:20]4[C:28]5[O:27][CH2:26][O:25][C:24]=5[CH:23]=[CH:22][C:21]=4[O:29][CH2:30][CH:31]4[CH2:32][CH2:33]4)[C:14]=3[NH:13][CH:12]=2)=[O:10])[CH2:4][CH2:3]1)(=[O:48])[CH2:46][CH3:47]. The catalyst class is: 4.